From a dataset of Peptide-MHC class I binding affinity with 185,985 pairs from IEDB/IMGT. Regression. Given a peptide amino acid sequence and an MHC pseudo amino acid sequence, predict their binding affinity value. This is MHC class I binding data. (1) The MHC is Patr-A0401 with pseudo-sequence Patr-A0401. The binding affinity (normalized) is 0. The peptide sequence is AFSYMDDVV. (2) The MHC is Mamu-B17 with pseudo-sequence Mamu-B17. The peptide sequence is DRKCSVADMW. The binding affinity (normalized) is 0.369. (3) The peptide sequence is GRDNRTIISL. The MHC is Mamu-B08 with pseudo-sequence Mamu-B08. The binding affinity (normalized) is 0.607. (4) The peptide sequence is SVYGFTGV. The MHC is H-2-Db with pseudo-sequence H-2-Db. The binding affinity (normalized) is 0. (5) The peptide sequence is EVREFLGSY. The MHC is HLA-A23:01 with pseudo-sequence HLA-A23:01. The binding affinity (normalized) is 0.0847. (6) The peptide sequence is ETESVNSNY. The MHC is HLA-B15:17 with pseudo-sequence HLA-B15:17. The binding affinity (normalized) is 0.0847. (7) The peptide sequence is VSANVKGNW. The MHC is HLA-B18:01 with pseudo-sequence HLA-B18:01. The binding affinity (normalized) is 0.0847. (8) The peptide sequence is LPCRIKQII. The MHC is HLA-B58:01 with pseudo-sequence HLA-B58:01. The binding affinity (normalized) is 0. (9) The peptide sequence is NLDDVYSYI. The MHC is HLA-A02:06 with pseudo-sequence HLA-A02:06. The binding affinity (normalized) is 0.582.